This data is from Full USPTO retrosynthesis dataset with 1.9M reactions from patents (1976-2016). The task is: Predict the reactants needed to synthesize the given product. Given the product [CH:1]1([N:5]2[CH2:10][CH2:9][N:8]([C:11]3[CH:16]=[CH:15][C:14]([NH2:17])=[CH:13][CH:12]=3)[CH2:7][CH2:6]2)[CH2:4][CH2:3][CH2:2]1, predict the reactants needed to synthesize it. The reactants are: [CH:1]1([N:5]2[CH2:10][CH2:9][N:8]([C:11]3[CH:16]=[CH:15][C:14]([N+:17]([O-])=O)=[CH:13][CH:12]=3)[CH2:7][CH2:6]2)[CH2:4][CH2:3][CH2:2]1.